Dataset: Peptide-MHC class I binding affinity with 185,985 pairs from IEDB/IMGT. Task: Regression. Given a peptide amino acid sequence and an MHC pseudo amino acid sequence, predict their binding affinity value. This is MHC class I binding data. (1) The peptide sequence is CRAPRKKGC. The MHC is HLA-B07:02 with pseudo-sequence HLA-B07:02. The binding affinity (normalized) is 0. (2) The peptide sequence is VVYRGTTTYK. The MHC is HLA-A31:01 with pseudo-sequence HLA-A31:01. The binding affinity (normalized) is 0.486.